Dataset: Forward reaction prediction with 1.9M reactions from USPTO patents (1976-2016). Task: Predict the product of the given reaction. Given the reactants [Cl:1][C:2]1[CH:7]=[CH:6][C:5]([C:8]2[S:9][C:10]([CH:13]([OH:15])[CH3:14])=[CH:11][N:12]=2)=[CH:4][CH:3]=1.[C:16]1(=O)[CH2:20][CH2:19][C:18](=[O:21])[CH2:17]1.C1(P(C2C=CC=CC=2)C2C=CC=CC=2)C=CC=CC=1.CC(OC(/N=N/C(OC(C)C)=O)=O)C, predict the reaction product. The product is: [Cl:1][C:2]1[CH:3]=[CH:4][C:5]([C:8]2[S:9][C:10]([CH:13]([O:15][C:16]3[CH2:20][CH2:19][C:18](=[O:21])[CH:17]=3)[CH3:14])=[CH:11][N:12]=2)=[CH:6][CH:7]=1.